This data is from Catalyst prediction with 721,799 reactions and 888 catalyst types from USPTO. The task is: Predict which catalyst facilitates the given reaction. (1) Reactant: Cl.[CH3:2][S:3]([NH:6][C:7]1[CH:15]=[C:14]2[C:10]([CH:11]=[C:12]([C:16]([OH:18])=O)[NH:13]2)=[CH:9][CH:8]=1)(=[O:5])=[O:4].[F:19][C:20]1[CH:25]=[C:24]([F:26])[CH:23]=[CH:22][C:21]=1[C:27]1[CH:32]=[C:31]([N:33]2[CH2:38][CH2:37][CH2:36][CH2:35][CH2:34]2)[CH:30]=[C:29]([NH2:39])[CH:28]=1.CN(C(ON1N=NC2C=CC=NC1=2)=[N+](C)C)C.F[P-](F)(F)(F)(F)F.CCN(C(C)C)C(C)C. Product: [F:19][C:20]1[CH:25]=[C:24]([F:26])[CH:23]=[CH:22][C:21]=1[C:27]1[CH:32]=[C:31]([N:33]2[CH2:34][CH2:35][CH2:36][CH2:37][CH2:38]2)[CH:30]=[C:29]([NH:39][C:16]([C:12]2[NH:13][C:14]3[C:10]([CH:11]=2)=[CH:9][CH:8]=[C:7]([NH:6][S:3]([CH3:2])(=[O:4])=[O:5])[CH:15]=3)=[O:18])[CH:28]=1. The catalyst class is: 3. (2) Reactant: [Cl:1][C:2]1[CH:37]=[CH:36][C:5]([O:6][C:7]2[CH:12]=[CH:11][C:10]([N:13]3[C@@H:17]([C:18]4[CH:23]=[C:22]([F:24])[CH:21]=[C:20]([F:25])[CH:19]=4)[C@H:16]([CH2:26][O:27]CC4C=CC=CC=4)[O:15][C:14]3=[O:35])=[CH:9][CH:8]=2)=[CH:4][CH:3]=1.[H][H]. Product: [Cl:1][C:2]1[CH:37]=[CH:36][C:5]([O:6][C:7]2[CH:8]=[CH:9][C:10]([N:13]3[C@@H:17]([C:18]4[CH:23]=[C:22]([F:24])[CH:21]=[C:20]([F:25])[CH:19]=4)[C@H:16]([CH2:26][OH:27])[O:15][C:14]3=[O:35])=[CH:11][CH:12]=2)=[CH:4][CH:3]=1. The catalyst class is: 696. (3) Reactant: C(OC(=O)[NH:7][CH2:8][C:9]1[C:14]([F:15])=[CH:13][C:12]([C:16]2[CH:21]=[C:20]([Cl:22])[CH:19]=[C:18]([F:23])[C:17]=2[C:24]2[N:25]=[N:26][N:27]([CH3:29])[N:28]=2)=[CH:11][N:10]=1)(C)(C)C. Product: [Cl:22][C:20]1[CH:19]=[C:18]([F:23])[C:17]([C:24]2[N:25]=[N:26][N:27]([CH3:29])[N:28]=2)=[C:16]([C:12]2[CH:13]=[C:14]([F:15])[C:9]([CH2:8][NH2:7])=[N:10][CH:11]=2)[CH:21]=1. The catalyst class is: 25.